This data is from Reaction yield outcomes from USPTO patents with 853,638 reactions. The task is: Predict the reaction yield, written as a fraction of the theoretical maximum amount of product (1.0 means a 100% yield; for example, 0.34 means a 34% yield). (1) The reactants are [O:1]=[C:2]1[CH2:7][O:6][C:5]2[CH:8]=[CH:9][C:10]([CH:12]=O)=[N:11][C:4]=2[NH:3]1.[CH3:14][O:15][C:16]1[N:17]=[C:18]2[C:23](=[CH:24][CH:25]=1)[N:22]=[CH:21][CH:20]=[C:19]2[N:26]1[CH:34]=[C:33]2[C:28]([CH2:29][CH2:30][CH:31]([NH2:35])[CH2:32]2)=[N:27]1.[BH4-].[Na+].[OH-].[Na+]. The catalyst is CN(C=O)C.CO. The product is [CH3:14][O:15][C:16]1[N:17]=[C:18]2[C:23](=[CH:24][CH:25]=1)[N:22]=[CH:21][CH:20]=[C:19]2[N:26]1[CH:34]=[C:33]2[C:28]([CH2:29][CH2:30][CH:31]([NH:35][CH2:12][C:10]3[CH:9]=[CH:8][C:5]4[O:6][CH2:7][C:2](=[O:1])[NH:3][C:4]=4[N:11]=3)[CH2:32]2)=[N:27]1. The yield is 0.0350. (2) The reactants are [CH3:1][Mg]Br.[CH2:4]([N:11]([CH2:26][CH:27]=[O:28])[C:12]([CH:14]1[C:17]2[CH:18]=[CH:19][CH:20]=[C:21]([C:22]([F:25])([F:24])[F:23])[C:16]=2[CH2:15]1)=[O:13])[C:5]1[CH:10]=[CH:9][CH:8]=[CH:7][CH:6]=1. The catalyst is O1CCCC1. The product is [CH2:4]([N:11]([CH2:26][CH:27]([OH:28])[CH3:1])[C:12]([CH:14]1[C:17]2[CH:18]=[CH:19][CH:20]=[C:21]([C:22]([F:23])([F:24])[F:25])[C:16]=2[CH2:15]1)=[O:13])[C:5]1[CH:10]=[CH:9][CH:8]=[CH:7][CH:6]=1. The yield is 0.517. (3) The catalyst is CN(C=O)C. The reactants are [Br:1][C:2]1[C:11]2[C:6](=[CH:7][CH:8]=[C:9]([O:12][CH3:13])[CH:10]=2)[N:5]=[CH:4][C:3]=1C(O)=O.C([N:19]([CH2:22]C)CC)C.[C:24]([OH:28])([CH3:27])([CH3:26])[CH3:25].C1(P(N=[N+]=[N-])(C2C=CC=CC=2)=[O:36])C=CC=CC=1. The product is [C:24]([O:28][C:22](=[O:36])[NH:19][C:3]1[CH:4]=[N:5][C:6]2[C:11]([C:2]=1[Br:1])=[CH:10][C:9]([O:12][CH3:13])=[CH:8][CH:7]=2)([CH3:27])([CH3:26])[CH3:25]. The yield is 0.530. (4) The reactants are [CH:1]1[C:14]2[NH:13][C:12]3[C:7](=[CH:8][CH:9]=[CH:10][CH:11]=3)[S:6][C:5]=2[CH:4]=[CH:3][CH:2]=1.[H-].[Na+].[CH2:17](Br)[CH2:18][CH2:19][CH2:20][CH2:21][CH2:22][CH2:23][CH3:24]. The catalyst is CN(C)C=O. The product is [CH2:17]([N:13]1[C:14]2[CH:1]=[CH:2][CH:3]=[CH:4][C:5]=2[S:6][C:7]2[C:12]1=[CH:11][CH:10]=[CH:9][CH:8]=2)[CH2:18][CH2:19][CH2:20][CH2:21][CH2:22][CH2:23][CH3:24]. The yield is 0.810. (5) The reactants are [CH3:1][C:2]([CH2:8][CH3:9])=[C:3]1[CH:7]=[CH:6][CH:5]=[CH:4]1.[CH3:10][Li].O. The catalyst is CCOCC. The product is [CH3:1][C:2]([C:3]1[CH2:7][CH:6]=[CH:5][CH:4]=1)([CH3:10])[CH2:8][CH3:9]. The yield is 0.930. (6) The reactants are [H-].[Na+].[F:3][C:4]1[CH:5]=[C:6]([CH:11]([OH:16])[C:12]([F:15])([F:14])[F:13])[CH:7]=[CH:8][C:9]=1[F:10].[Cl:17][C:18]1[CH:23]=[C:22](Cl)[N:21]=[CH:20][N:19]=1. The catalyst is C1COCC1. The product is [Cl:17][C:18]1[CH:23]=[C:22]([O:16][CH:11]([C:6]2[CH:7]=[CH:8][C:9]([F:10])=[C:4]([F:3])[CH:5]=2)[C:12]([F:13])([F:14])[F:15])[N:21]=[CH:20][N:19]=1. The yield is 0.700.